From a dataset of Forward reaction prediction with 1.9M reactions from USPTO patents (1976-2016). Predict the product of the given reaction. Given the reactants Br[CH:2]([CH2:4]CCCCCC)[CH3:3].C[CH:12]([CH2:24][CH2:25][CH3:26])[CH2:13][CH2:14][CH2:15][CH2:16][CH2:17][CH2:18][CH2:19][CH2:20][C:21]([OH:23])=[O:22].C=O.[CH2:29](Br)CC, predict the reaction product. The product is: [CH2:3]([CH:20]([CH2:19][CH2:18][CH2:17][CH:16]([CH3:29])[CH2:15][CH2:14][CH2:13][CH2:12][CH2:24][CH2:25][CH3:26])[C:21]([OH:23])=[O:22])[CH2:2][CH3:4].